Dataset: Forward reaction prediction with 1.9M reactions from USPTO patents (1976-2016). Task: Predict the product of the given reaction. Given the reactants Cl.[O:2]=[C:3]1[NH:12][C:11]2[N:10]=[CH:9][C:8]([CH:13]=[CH:14][C:15]([OH:17])=O)=[CH:7][C:6]=2[CH2:5][CH2:4]1.[CH3:18][NH:19][C@@H:20]([C:22]1[O:23][C:24]2[CH:32]=[CH:31][CH:30]=[CH:29][C:25]=2[C:26]=1[CH2:27][CH3:28])[CH3:21].CCN=C=NCCCN(C)C.C1C=CC2N(O)N=NC=2C=1.CCN(C(C)C)C(C)C, predict the reaction product. The product is: [CH3:18][N:19]([C@@H:20]([C:22]1[O:23][C:24]2[CH:32]=[CH:31][CH:30]=[CH:29][C:25]=2[C:26]=1[CH2:27][CH3:28])[CH3:21])[C:15](=[O:17])[CH:14]=[CH:13][C:8]1[CH:9]=[N:10][C:11]2[NH:12][C:3](=[O:2])[CH2:4][CH2:5][C:6]=2[CH:7]=1.